Dataset: Catalyst prediction with 721,799 reactions and 888 catalyst types from USPTO. Task: Predict which catalyst facilitates the given reaction. (1) Reactant: [CH3:1][CH2:2]/[CH:3]=[CH:4]\[CH2:5][C@H:6]1[C:10](=[O:11])[CH2:9][CH2:8][C@@H:7]1[CH2:12][C:13]([OH:15])=[O:14]. Product: [O:11]=[C:10]1[CH2:9][CH2:8][CH:7]([CH2:12][C:13]([OH:15])=[O:14])[CH:6]1[CH2:5][CH2:4][CH2:3][CH2:2][CH3:1]. The catalyst class is: 123. (2) Reactant: [Na].C([NH:8][C:9]1[N:10]=[C:11]([O:20][CH:21]([CH3:23])[CH3:22])[C:12]2[CH:18]=[C:17]([Br:19])[CH:16]=[N:15][C:13]=2[N:14]=1)(=O)C(C)(C)C.C(O)(=O)C. Product: [NH2:8][C:9]1[N:10]=[C:11]([O:20][CH:21]([CH3:23])[CH3:22])[C:12]2[CH:18]=[C:17]([Br:19])[CH:16]=[N:15][C:13]=2[N:14]=1. The catalyst class is: 32. (3) Reactant: [OH:1][C:2]1[CH:3]=[C:4]2[C:9](=[CH:10][CH:11]=1)[N:8]=[C:7]([CH2:12][CH:13]([CH3:15])[CH3:14])[C:6]([CH2:16][NH:17][C:18](=[O:24])[O:19][C:20]([CH3:23])([CH3:22])[CH3:21])=[C:5]2[C:25]1[CH:30]=[CH:29][C:28]([CH3:31])=[CH:27][CH:26]=1.[H-].[Na+].C1C=CC(N([S:41]([C:44]([F:47])([F:46])[F:45])(=[O:43])=[O:42])[S:41]([C:44]([F:47])([F:46])[F:45])(=[O:43])=[O:42])=CC=1.O. Product: [F:45][C:44]([F:47])([F:46])[S:41]([O:1][C:2]1[CH:3]=[C:4]2[C:9](=[CH:10][CH:11]=1)[N:8]=[C:7]([CH2:12][CH:13]([CH3:15])[CH3:14])[C:6]([CH2:16][NH:17][C:18]([O:19][C:20]([CH3:23])([CH3:21])[CH3:22])=[O:24])=[C:5]2[C:25]1[CH:26]=[CH:27][C:28]([CH3:31])=[CH:29][CH:30]=1)(=[O:43])=[O:42]. The catalyst class is: 9. (4) Reactant: C(Cl)(=O)C(Cl)=O.CS(C)=O.[Br:11][C:12]1[CH:17]=[CH:16][C:15]([C:18]2[NH:22][CH:21]3[CH2:23][CH2:24][CH2:25][CH2:26][CH:20]3[N:19]=2)=[CH:14][CH:13]=1.C(N(CC)CC)C. Product: [Br:11][C:12]1[CH:13]=[CH:14][C:15]([C:18]2[NH:19][C:20]3[CH2:26][CH2:25][CH2:24][CH2:23][C:21]=3[N:22]=2)=[CH:16][CH:17]=1. The catalyst class is: 4. (5) Reactant: C(S[N:4]=[CH:5][C:6]1[C:7]([CH:17]([CH3:19])[CH3:18])=[CH:8][C:9]([CH3:16])=[C:10]([CH:15]=1)[C:11]([O:13][CH3:14])=[O:12])C.[CH3:20][O:21][CH2:22][CH2:23][C:24]([NH:26][NH2:27])=O. Product: [CH:17]([C:7]1[C:6]([C:5]2[NH:4][C:24]([CH2:23][CH2:22][O:21][CH3:20])=[N:26][N:27]=2)=[CH:15][C:10]([C:11]([O:13][CH3:14])=[O:12])=[C:9]([CH3:16])[CH:8]=1)([CH3:18])[CH3:19]. The catalyst class is: 15. (6) Reactant: [NH2:1][C:2]1[C:3]([C:9]2([OH:15])[CH2:14][CH2:13][CH2:12][CH2:11][CH2:10]2)=[CH:4][C:5](Cl)=[N:6][CH:7]=1. Product: [NH2:1][C:2]1[CH:7]=[N:6][CH:5]=[CH:4][C:3]=1[C:9]1([OH:15])[CH2:14][CH2:13][CH2:12][CH2:11][CH2:10]1. The catalyst class is: 50.